Dataset: Catalyst prediction with 721,799 reactions and 888 catalyst types from USPTO. Task: Predict which catalyst facilitates the given reaction. (1) Reactant: Br[C:2]1[CH:12]=[CH:11][C:5]([C:6]([O:8][CH2:9][CH3:10])=[O:7])=[C:4]([Cl:13])[CH:3]=1.CC1(C)C(C)(C)OB([C:22]2[CH2:27][CH2:26][N:25]([C:28]([O:30][C:31]([CH3:34])([CH3:33])[CH3:32])=[O:29])[CH2:24][CH:23]=2)O1.C(=O)([O-])[O-].[K+].[K+]. Product: [Cl:13][C:4]1[CH:3]=[C:2]([C:22]2[CH2:27][CH2:26][N:25]([C:28]([O:30][C:31]([CH3:34])([CH3:33])[CH3:32])=[O:29])[CH2:24][CH:23]=2)[CH:12]=[CH:11][C:5]=1[C:6]([O:8][CH2:9][CH3:10])=[O:7]. The catalyst class is: 117. (2) Reactant: [OH:1][C:2]1[CH:3]=[C:4]2[C:9](=[CH:10][CH:11]=1)[C:8](=[O:12])[N:7]([CH2:13][CH:14]([CH3:16])[CH3:15])[C:6]([CH2:17][NH:18][C:19](=[O:25])[O:20][C:21]([CH3:24])([CH3:23])[CH3:22])=[C:5]2[C:26]1[CH:31]=[CH:30][CH:29]=[CH:28][CH:27]=1.[H-].[Na+].Br[C:35]([CH3:41])([CH3:40])[C:36]([O:38][CH3:39])=[O:37].O. Product: [C:21]([O:20][C:19]([NH:18][CH2:17][C:6]1[N:7]([CH2:13][CH:14]([CH3:16])[CH3:15])[C:8](=[O:12])[C:9]2[C:4]([C:5]=1[C:26]1[CH:27]=[CH:28][CH:29]=[CH:30][CH:31]=1)=[CH:3][C:2]([O:1][C:35]([CH3:41])([CH3:40])[C:36]([O:38][CH3:39])=[O:37])=[CH:11][CH:10]=2)=[O:25])([CH3:24])([CH3:22])[CH3:23]. The catalyst class is: 9. (3) Reactant: [C:1]([OH:8])(=[O:7])[CH2:2][CH2:3][C:4]([CH3:6])=O.Cl.[Cl:10][C:11]1[CH:12]=[C:13]([CH:26]=[CH:27][C:28]=1[Cl:29])[C:14]([N:16]([C:18]1[CH:23]=[CH:22][C:21]([O:24][CH3:25])=[CH:20][CH:19]=1)N)=[O:15]. Product: [Cl:10][C:11]1[CH:12]=[C:13]([CH:26]=[CH:27][C:28]=1[Cl:29])[C:14]([N:16]1[C:18]2[C:19](=[CH:20][C:21]([O:24][CH3:25])=[CH:22][CH:23]=2)[C:3]([CH2:2][C:1]([OH:8])=[O:7])=[C:4]1[CH3:6])=[O:15]. The catalyst class is: 15. (4) Reactant: [OH:1][C:2]1[CH:12]=[CH:11][C:5]([CH:6]([OH:10])[C:7]([OH:9])=[O:8])=[CH:4][CH:3]=1.[C:13]1(C)C=CC(S(O)(=O)=O)=C[CH:14]=1.C([O-])(O)=O.[Na+]. Product: [OH:1][C:2]1[CH:12]=[CH:11][C:5]([CH:6]([OH:10])[C:7]([O:9][CH2:13][CH3:14])=[O:8])=[CH:4][CH:3]=1. The catalyst class is: 40. (5) Reactant: C1CC[CH:4]([N:7]=C=NC2CCCCC2)CC1.[C:16]([OH:24])(=[O:23])[C:17]1[CH:22]=[CH:21][CH:20]=[CH:19]C=1.[CH3:25]O.[CH2:27]([Cl:29])Cl. Product: [CH3:25][O:24][C:16](=[O:23])[C:17]1[CH:22]=[C:21]([C:4]#[N:7])[CH:20]=[CH:19][C:27]=1[Cl:29]. The catalyst class is: 142. (6) Reactant: [CH:1]1([CH2:6][C@H:7]([CH2:11][N:12]([CH:21]=[O:22])[O:13][CH2:14][C:15]2[CH:20]=[CH:19][CH:18]=[CH:17][CH:16]=2)[C:8]([OH:10])=O)[CH2:5][CH2:4][CH2:3][CH2:2]1.[F:23][C:24]1[C:25]([N:33]([CH3:42])[CH2:34][CH2:35][C:36]2[CH:41]=[CH:40][N:39]=[CH:38][CH:37]=2)=[N:26][C:27]([CH3:32])=[N:28][C:29]=1[NH:30][NH2:31].C(Cl)CCl.C1C=NC2N(O)N=NC=2C=1.CN1CCOCC1. Product: [CH:1]1([CH2:6][C@@H:7]([C:8]([NH:31][NH:30][C:29]2[C:24]([F:23])=[C:25]([N:33]([CH3:42])[CH2:34][CH2:35][C:36]3[CH:41]=[CH:40][N:39]=[CH:38][CH:37]=3)[N:26]=[C:27]([CH3:32])[N:28]=2)=[O:10])[CH2:11][N:12]([O:13][CH2:14][C:15]2[CH:20]=[CH:19][CH:18]=[CH:17][CH:16]=2)[CH:21]=[O:22])[CH2:2][CH2:3][CH2:4][CH2:5]1. The catalyst class is: 3. (7) Reactant: [C:1]([O:5][C:6]([N:8]1[CH2:12][CH:11]=[C:10]([C:13]2[CH:18]=[CH:17][C:16]([C:19]#N)=[CH:15][C:14]=2[C:21]([F:24])([F:23])[F:22])[CH2:9]1)=[O:7])([CH3:4])([CH3:3])[CH3:2].[OH2:25].[OH-:26].[Na+]. Product: [C:1]([O:5][C:6]([N:8]1[CH2:12][CH:11]=[C:10]([C:13]2[CH:18]=[CH:17][C:16]([C:19]([OH:26])=[O:25])=[CH:15][C:14]=2[C:21]([F:24])([F:23])[F:22])[CH2:9]1)=[O:7])([CH3:4])([CH3:3])[CH3:2]. The catalyst class is: 8.